Dataset: Forward reaction prediction with 1.9M reactions from USPTO patents (1976-2016). Task: Predict the product of the given reaction. (1) Given the reactants [CH3:1][CH2:2][CH2:3][CH2:4][NH:5][C:6]1[CH:7]=[C:8]([C:23]([OH:25])=[O:24])[CH:9]=[C:10]([S:19]([NH2:22])(=[O:21])=[O:20])[C:11]=1[O:12][C:13]1[CH:14]=[CH:15][CH:16]=[CH:17][CH:18]=1.Cl[CH2:27][C:28]#[N:29].C(N(CC)CC)C, predict the reaction product. The product is: [NH2:22][S:19]([C:10]1[CH:9]=[C:8]([CH:7]=[C:6]([NH:5][CH2:4][CH2:3][CH2:2][CH3:1])[C:11]=1[O:12][C:13]1[CH:18]=[CH:17][CH:16]=[CH:15][CH:14]=1)[C:23]([O:25][CH2:27][C:28]#[N:29])=[O:24])(=[O:21])=[O:20]. (2) Given the reactants C([NH:9][C:10]([NH:12][C:13]1[CH:18]=[C:17]([N:19]([CH3:27])[CH2:20][CH:21]2[CH2:26][CH2:25][O:24][CH2:23][CH2:22]2)[CH:16]=[CH:15][C:14]=1[O:28][CH3:29])=[S:11])(=O)C1C=CC=CC=1.C[O-].[Na+], predict the reaction product. The product is: [CH3:29][O:28][C:14]1[CH:15]=[CH:16][C:17]([N:19]([CH3:27])[CH2:20][CH:21]2[CH2:22][CH2:23][O:24][CH2:25][CH2:26]2)=[CH:18][C:13]=1[NH:12][C:10]([NH2:9])=[S:11]. (3) Given the reactants [CH3:1][N:2]1[CH2:7][CH2:6][N:5]([C:8]2[CH:13]=[CH:12][C:11]([N+:14]([O-])=O)=[CH:10][C:9]=2[F:17])[CH2:4][CH:3]1[CH3:18], predict the reaction product. The product is: [NH2:14][C:11]1[CH:12]=[CH:13][C:8]([N:5]2[CH2:6][CH2:7][N:2]([CH3:1])[CH:3]([CH3:18])[CH2:4]2)=[C:9]([F:17])[CH:10]=1. (4) Given the reactants [NH2:1][C:2]1[C:7]([N+:8]([O-])=O)=[C:6]([CH3:11])[CH:5]=[C:4]([Cl:12])[N:3]=1.O.O.[Sn](Cl)Cl.[OH-].[Na+].[C:20](O)(=O)[CH3:21].C(=O)([O-])[O-].[Na+].[Na+].N, predict the reaction product. The product is: [Cl:12][C:4]1[N:3]=[C:2]2[N:1]=[C:20]([CH3:21])[NH:8][C:7]2=[C:6]([CH3:11])[CH:5]=1. (5) The product is: [CH3:14][C:15]1([C:16]2[S:19][C:13]([CH2:23][OH:30])=[CH:18][CH:17]=2)[O:11][CH2:9][CH2:7][O:12]1. Given the reactants C(C1S[C:7]([C:9]([OH:11])=O)=CC=1)(=O)C.[OH2:12].[C:13]1([CH3:23])[CH:18]=[CH:17][C:16]([S:19](O)(=O)=O)=[CH:15][CH:14]=1.[H-].[Al+3].[Li+].[H-].[H-].[H-].[OH-:30].[Na+], predict the reaction product. (6) Given the reactants [Cl:1][C:2]1[CH:25]=[C:24]([N:26]2[CH2:30][CH2:29][CH2:28][CH2:27]2)[CH:23]=[CH:22][C:3]=1[C:4]([N:6]1[C:12]2[CH:13]=[CH:14][CH:15]=[CH:16][C:11]=2[CH2:10][N:9]([CH2:17][C:18](O)=[O:19])[C:8](=[O:21])[CH2:7]1)=[O:5].CN1CCOCC1.ClC(OCC(C)C)=O.[BH4-].[Na+], predict the reaction product. The product is: [Cl:1][C:2]1[CH:25]=[C:24]([N:26]2[CH2:30][CH2:29][CH2:28][CH2:27]2)[CH:23]=[CH:22][C:3]=1[C:4]([N:6]1[C:12]2[CH:13]=[CH:14][CH:15]=[CH:16][C:11]=2[CH2:10][N:9]([CH2:17][CH2:18][OH:19])[C:8](=[O:21])[CH2:7]1)=[O:5]. (7) Given the reactants [C:1]([C:5]1[CH:6]=[C:7]([CH:15]=[CH:16][C:17]2[CH:18]=[C:19]([C:39]#[CH:40])[CH:20]=[C:21]([CH:23]=[CH:24][C:25]3[CH:30]=[C:29]([C:31]([CH3:34])([CH3:33])[CH3:32])[CH:28]=[C:27]([C:35]([CH3:38])([CH3:37])[CH3:36])[CH:26]=3)[CH:22]=2)[CH:8]=[C:9]([C:11]([CH3:14])([CH3:13])[CH3:12])[CH:10]=1)([CH3:4])([CH3:3])[CH3:2].Br[C:42]1[CH:43]=[C:44]([CH:47]=[C:48](Br)[CH:49]=1)[CH:45]=[O:46], predict the reaction product. The product is: [C:11]([C:9]1[CH:8]=[C:7]([CH:15]=[CH:16][C:17]2[CH:18]=[C:19]([C:39]#[C:40][C:42]3[CH:43]=[C:44]([CH:47]=[C:48]([C:40]#[C:39][C:19]4[CH:20]=[C:21]([CH:23]=[CH:24][C:25]5[CH:30]=[C:29]([C:31]([CH3:32])([CH3:33])[CH3:34])[CH:28]=[C:27]([C:35]([CH3:38])([CH3:36])[CH3:37])[CH:26]=5)[CH:22]=[C:17]([CH:16]=[CH:15][C:7]5[CH:6]=[C:5]([C:1]([CH3:4])([CH3:3])[CH3:2])[CH:10]=[C:9]([C:11]([CH3:14])([CH3:13])[CH3:12])[CH:8]=5)[CH:18]=4)[CH:49]=3)[CH:45]=[O:46])[CH:20]=[C:21]([CH:23]=[CH:24][C:25]3[CH:30]=[C:29]([C:31]([CH3:34])([CH3:33])[CH3:32])[CH:28]=[C:27]([C:35]([CH3:38])([CH3:37])[CH3:36])[CH:26]=3)[CH:22]=2)[CH:6]=[C:5]([C:1]([CH3:4])([CH3:3])[CH3:2])[CH:10]=1)([CH3:12])([CH3:14])[CH3:13]. (8) Given the reactants [CH3:1][O:2][C:3]1[CH:4]=[C:5]2[C:9](=[CH:10][CH:11]=1)[NH:8][C:7]([C:12](O)=[O:13])=[CH:6]2.[H-].[H-].[H-].[H-].[Li+].[Al+3].C(OCC)(=O)C, predict the reaction product. The product is: [CH3:1][O:2][C:3]1[CH:4]=[C:5]2[C:9](=[CH:10][CH:11]=1)[NH:8][C:7]([CH:12]=[O:13])=[CH:6]2. (9) Given the reactants [Br:1][C:2]1[CH:7]=[CH:6][C:5]([N+:8]([O-])=O)=[C:4]([S:11]([CH3:14])(=[O:13])=[O:12])[CH:3]=1, predict the reaction product. The product is: [Br:1][C:2]1[CH:7]=[CH:6][C:5]([NH2:8])=[C:4]([S:11]([CH3:14])(=[O:13])=[O:12])[CH:3]=1.